This data is from Choline transporter screen with 302,306 compounds. The task is: Binary Classification. Given a drug SMILES string, predict its activity (active/inactive) in a high-throughput screening assay against a specified biological target. (1) The molecule is O=C(NCc1cc(c(OC)cc1)C(OC)=O)CC(c1ccccc1)C. The result is 0 (inactive). (2) The molecule is S(=O)(=O)(NCCc1cc(OC)c(OC)cc1)c1ccc(F)cc1. The result is 0 (inactive).